From a dataset of Forward reaction prediction with 1.9M reactions from USPTO patents (1976-2016). Predict the product of the given reaction. (1) Given the reactants [NH2:1][C:2]1[CH:3]=[CH:4][CH:5]=[CH:6][C:7]=1[O:8][CH2:9][C:10]1[CH:15]=[CH:14][CH:13]=[CH:12][CH:11]=1.C(N(CC)CC)C.[CH2:23]([S:26](Cl)(=[O:28])=[O:27])[CH2:24][CH3:25], predict the reaction product. The product is: [C:9]([OH:27])(=[O:8])[CH3:10].[CH2:9]([O:8][C:7]1[CH:6]=[CH:5][CH:4]=[CH:3][C:2]=1[NH:1][S:26]([CH2:23][CH2:24][CH3:25])(=[O:28])=[O:27])[C:10]1[CH:15]=[CH:14][CH:13]=[CH:12][CH:11]=1. (2) The product is: [Cl:9][C:10]1[S:11][C:12]([CH2:15][C:16]([O:25][CH2:23][CH3:24])=[O:7])=[CH:13][CH:14]=1. Given the reactants CS(CSC)=O.[OH-:7].[K+].[Cl:9][C:10]1[S:11][C:12]([CH:15]=[C:16](S(C)=O)SC)=[CH:13][CH:14]=1.Cl.[CH2:23]([OH:25])[CH3:24], predict the reaction product.